Dataset: Peptide-MHC class II binding affinity with 134,281 pairs from IEDB. Task: Regression. Given a peptide amino acid sequence and an MHC pseudo amino acid sequence, predict their binding affinity value. This is MHC class II binding data. (1) The peptide sequence is ELLVTFKNAHAKKQE. The MHC is DRB1_0401 with pseudo-sequence DRB1_0401. The binding affinity (normalized) is 0.676. (2) The MHC is DRB1_0901 with pseudo-sequence DRB1_0901. The binding affinity (normalized) is 0.820. The peptide sequence is AFSIRPGLLIGFGLR. (3) The peptide sequence is HFLLRGPFEASWAIK. The MHC is DRB5_0101 with pseudo-sequence DRB5_0101. The binding affinity (normalized) is 0.466. (4) The peptide sequence is SQEYSGSVKNEANVY. The MHC is H-2-IAb with pseudo-sequence H-2-IAb. The binding affinity (normalized) is 0.196. (5) The peptide sequence is INEPTAAAIAQGLDR. The MHC is HLA-DQA10102-DQB10602 with pseudo-sequence HLA-DQA10102-DQB10602. The binding affinity (normalized) is 0.786. (6) The peptide sequence is ARVYEIKCRYKYLRK. The MHC is DRB1_0301 with pseudo-sequence DRB1_0301. The binding affinity (normalized) is 0.365. (7) The peptide sequence is GLDSLTTLLRALGAQ. The MHC is DRB1_0901 with pseudo-sequence DRB1_0901. The binding affinity (normalized) is 0.0928.